From a dataset of NCI-60 drug combinations with 297,098 pairs across 59 cell lines. Regression. Given two drug SMILES strings and cell line genomic features, predict the synergy score measuring deviation from expected non-interaction effect. (1) Synergy scores: CSS=60.3, Synergy_ZIP=4.57, Synergy_Bliss=5.78, Synergy_Loewe=4.19, Synergy_HSA=6.43. Drug 1: CC1C(C(CC(O1)OC2CC(CC3=C2C(=C4C(=C3O)C(=O)C5=C(C4=O)C(=CC=C5)OC)O)(C(=O)CO)O)N)O.Cl. Drug 2: CCN(CC)CCCC(C)NC1=C2C=C(C=CC2=NC3=C1C=CC(=C3)Cl)OC. Cell line: MOLT-4. (2) Drug 1: C1=NC2=C(N1)C(=S)N=C(N2)N. Drug 2: CC(C)NC(=O)C1=CC=C(C=C1)CNNC.Cl. Cell line: OVCAR3. Synergy scores: CSS=52.5, Synergy_ZIP=-1.10, Synergy_Bliss=-2.38, Synergy_Loewe=-24.8, Synergy_HSA=-2.49. (3) Drug 1: C1=NNC2=C1C(=O)NC=N2. Drug 2: COC1=C2C(=CC3=C1OC=C3)C=CC(=O)O2. Cell line: NCIH23. Synergy scores: CSS=5.02, Synergy_ZIP=-4.55, Synergy_Bliss=-5.52, Synergy_Loewe=-2.81, Synergy_HSA=-2.70. (4) Drug 1: CN(C(=O)NC(C=O)C(C(C(CO)O)O)O)N=O. Drug 2: CC1CCCC2(C(O2)CC(NC(=O)CC(C(C(=O)C(C1O)C)(C)C)O)C(=CC3=CSC(=N3)C)C)C. Cell line: NCI-H322M. Synergy scores: CSS=37.1, Synergy_ZIP=0.418, Synergy_Bliss=-0.806, Synergy_Loewe=-6.52, Synergy_HSA=0.380. (5) Drug 1: C1=CC(=CC=C1C#N)C(C2=CC=C(C=C2)C#N)N3C=NC=N3. Drug 2: C1=CC=C(C=C1)NC(=O)CCCCCCC(=O)NO. Cell line: SW-620. Synergy scores: CSS=6.02, Synergy_ZIP=-2.52, Synergy_Bliss=-3.53, Synergy_Loewe=-9.90, Synergy_HSA=-6.08.